The task is: Regression. Given two drug SMILES strings and cell line genomic features, predict the synergy score measuring deviation from expected non-interaction effect.. This data is from NCI-60 drug combinations with 297,098 pairs across 59 cell lines. (1) Drug 1: C1=C(C(=O)NC(=O)N1)F. Drug 2: C1C(C(OC1N2C=C(C(=O)NC2=O)F)CO)O. Cell line: RXF 393. Synergy scores: CSS=36.6, Synergy_ZIP=-7.77, Synergy_Bliss=-4.30, Synergy_Loewe=-3.47, Synergy_HSA=-0.526. (2) Drug 1: COC1=CC(=CC(=C1O)OC)C2C3C(COC3=O)C(C4=CC5=C(C=C24)OCO5)OC6C(C(C7C(O6)COC(O7)C8=CC=CS8)O)O. Drug 2: CC1=CC2C(CCC3(C2CCC3(C(=O)C)OC(=O)C)C)C4(C1=CC(=O)CC4)C. Cell line: IGROV1. Synergy scores: CSS=33.7, Synergy_ZIP=6.53, Synergy_Bliss=5.68, Synergy_Loewe=-43.0, Synergy_HSA=4.44. (3) Drug 1: CC(C1=C(C=CC(=C1Cl)F)Cl)OC2=C(N=CC(=C2)C3=CN(N=C3)C4CCNCC4)N. Drug 2: CC1=C(C(CCC1)(C)C)C=CC(=CC=CC(=CC(=O)O)C)C. Cell line: A549. Synergy scores: CSS=31.6, Synergy_ZIP=-7.53, Synergy_Bliss=0.928, Synergy_Loewe=2.56, Synergy_HSA=2.75. (4) Drug 1: C1=NC2=C(N=C(N=C2N1C3C(C(C(O3)CO)O)O)F)N. Drug 2: C(CC(=O)O)C(=O)CN.Cl. Cell line: HOP-92. Synergy scores: CSS=12.7, Synergy_ZIP=-7.50, Synergy_Bliss=-9.45, Synergy_Loewe=-6.51, Synergy_HSA=-6.46. (5) Drug 1: CCC1(CC2CC(C3=C(CCN(C2)C1)C4=CC=CC=C4N3)(C5=C(C=C6C(=C5)C78CCN9C7C(C=CC9)(C(C(C8N6C)(C(=O)OC)O)OC(=O)C)CC)OC)C(=O)OC)O.OS(=O)(=O)O. Drug 2: CCC1=C2CN3C(=CC4=C(C3=O)COC(=O)C4(CC)O)C2=NC5=C1C=C(C=C5)O. Cell line: SK-OV-3. Synergy scores: CSS=15.8, Synergy_ZIP=-6.56, Synergy_Bliss=-1.43, Synergy_Loewe=-8.61, Synergy_HSA=-1.56. (6) Drug 1: CC1CCC2CC(C(=CC=CC=CC(CC(C(=O)C(C(C(=CC(C(=O)CC(OC(=O)C3CCCCN3C(=O)C(=O)C1(O2)O)C(C)CC4CCC(C(C4)OC)O)C)C)O)OC)C)C)C)OC. Drug 2: CC1=C(N=C(N=C1N)C(CC(=O)N)NCC(C(=O)N)N)C(=O)NC(C(C2=CN=CN2)OC3C(C(C(C(O3)CO)O)O)OC4C(C(C(C(O4)CO)O)OC(=O)N)O)C(=O)NC(C)C(C(C)C(=O)NC(C(C)O)C(=O)NCCC5=NC(=CS5)C6=NC(=CS6)C(=O)NCCC[S+](C)C)O. Cell line: EKVX. Synergy scores: CSS=7.93, Synergy_ZIP=-3.87, Synergy_Bliss=1.63, Synergy_Loewe=-2.48, Synergy_HSA=1.27. (7) Drug 1: CN(CCCl)CCCl.Cl. Drug 2: C(CCl)NC(=O)N(CCCl)N=O. Cell line: HCC-2998. Synergy scores: CSS=10.1, Synergy_ZIP=-8.33, Synergy_Bliss=-10.4, Synergy_Loewe=-12.8, Synergy_HSA=-9.94. (8) Drug 1: CC12CCC(CC1=CCC3C2CCC4(C3CC=C4C5=CN=CC=C5)C)O. Drug 2: CC=C1C(=O)NC(C(=O)OC2CC(=O)NC(C(=O)NC(CSSCCC=C2)C(=O)N1)C(C)C)C(C)C. Cell line: MCF7. Synergy scores: CSS=20.5, Synergy_ZIP=1.50, Synergy_Bliss=3.80, Synergy_Loewe=-28.3, Synergy_HSA=4.40.